Dataset: Full USPTO retrosynthesis dataset with 1.9M reactions from patents (1976-2016). Task: Predict the reactants needed to synthesize the given product. Given the product [Br:1][C:2]1[CH:3]=[C:4]([CH3:25])[CH:5]=[C:6]2[C:11]=1[N:10]=[CH:9][N:8]([N:12]([C:13]1[CH:18]=[C:17]([Cl:19])[CH:16]=[CH:15][C:14]=1[S:20][CH2:21][CH2:22][CH3:23])[C:38](=[O:44])[O:39][C:40]([CH3:43])([CH3:42])[CH3:41])[C:7]2=[O:24], predict the reactants needed to synthesize it. The reactants are: [Br:1][C:2]1[CH:3]=[C:4]([CH3:25])[CH:5]=[C:6]2[C:11]=1[N:10]=[CH:9][N:8]([NH:12][C:13]1[CH:18]=[C:17]([Cl:19])[CH:16]=[CH:15][C:14]=1[S:20][CH2:21][CH2:22][CH3:23])[C:7]2=[O:24].BrC1C=C(C)C=C2C=1N=CN(N(C1C=C(Cl)C=CC=1SCC)[C:38](=[O:44])[O:39][C:40]([CH3:43])([CH3:42])[CH3:41])C2=O.